Dataset: Reaction yield outcomes from USPTO patents with 853,638 reactions. Task: Predict the reaction yield, written as a fraction of the theoretical maximum amount of product (1.0 means a 100% yield; for example, 0.34 means a 34% yield). (1) The reactants are [CH2:1]([O:8][C:9]1[C:14](=[O:15])[N:13]2[CH:16]=[C:17]([N:27]3[CH2:32][CH2:31][O:30][CH2:29][CH2:28]3)[CH:18]=[C:19]([N:20]3[CH2:24][CH2:23][N:22]([CH3:25])[C:21]3=[O:26])[C:12]2=[N:11][C:10]=1[C:33](=[S:35])[NH2:34])[C:2]1[CH:7]=[CH:6][CH:5]=[CH:4][CH:3]=1.[CH:36](N(C(C)C)CC)(C)C.CI. The catalyst is C1COCC1. The product is [CH3:36][S:35][C:33]([C:10]1[N:11]=[C:12]2[C:19]([N:20]3[CH2:24][CH2:23][N:22]([CH3:25])[C:21]3=[O:26])=[CH:18][C:17]([N:27]3[CH2:32][CH2:31][O:30][CH2:29][CH2:28]3)=[CH:16][N:13]2[C:14](=[O:15])[C:9]=1[O:8][CH2:1][C:2]1[CH:7]=[CH:6][CH:5]=[CH:4][CH:3]=1)=[NH:34]. The yield is 0.740. (2) The reactants are [CH2:1]([O:3][C:4](=[O:16])[CH2:5][N:6]1[C:10]([Si](C)(C)C)=[C:9]([CH3:15])[N:8]=[N:7]1)[CH3:2].F. The catalyst is C1COCC1.O. The product is [CH2:1]([O:3][C:4](=[O:16])[CH2:5][N:6]1[CH:10]=[C:9]([CH3:15])[N:8]=[N:7]1)[CH3:2]. The yield is 0.930. (3) The reactants are [C:1]([NH:4][C@@H:5]1[CH2:9][C@H:8]([C:10]([O:12]CC)=[O:11])[C@H:7]([CH2:15][CH3:16])[CH2:6]1)(=[O:3])[CH3:2].[OH-].[Na+]. The catalyst is Cl. The product is [C:1]([NH:4][C@@H:5]1[CH2:9][C@H:8]([C:10]([OH:12])=[O:11])[C@H:7]([CH2:15][CH3:16])[CH2:6]1)(=[O:3])[CH3:2]. The yield is 0.880. (4) The reactants are [OH:1][CH2:2][C:3]1([NH:18][C:19](=[O:25])[O:20][C:21]([CH3:24])([CH3:23])[CH3:22])[CH2:8][CH2:7][N:6]([C:9]2[C:10]([N+:15]([O-:17])=[O:16])=[N:11][CH:12]=[CH:13][CH:14]=2)[CH2:5][CH2:4]1.N1C=CN=C1.[C:31]([Si:35](Cl)([CH3:37])[CH3:36])([CH3:34])([CH3:33])[CH3:32].[SiH3]O[SiH3]. The catalyst is CN(C=O)C. The product is [C:21]([O:20][C:19](=[O:25])[NH:18][C:3]1([CH2:2][O:1][Si:35]([C:31]([CH3:34])([CH3:33])[CH3:32])([CH3:37])[CH3:36])[CH2:8][CH2:7][N:6]([C:9]2[C:10]([N+:15]([O-:17])=[O:16])=[N:11][CH:12]=[CH:13][CH:14]=2)[CH2:5][CH2:4]1)([CH3:22])([CH3:24])[CH3:23]. The yield is 0.990. (5) The reactants are [CH3:1][C:2]([C:7]1[NH:8][C:9]2[C:14]([CH:15]=1)=[CH:13][C:12]([N+:16]([O-:18])=[O:17])=[CH:11][CH:10]=2)([CH3:6])[C:3](O)=[O:4].C(Cl)CCl.C1C=CC2N(O)N=[N:29]C=2C=1.[Cl-].[NH4+]. The catalyst is C(#N)C.CCN(CC)CC.O. The product is [CH3:1][C:2]([C:7]1[NH:8][C:9]2[C:14]([CH:15]=1)=[CH:13][C:12]([N+:16]([O-:18])=[O:17])=[CH:11][CH:10]=2)([CH3:6])[C:3]([NH2:29])=[O:4]. The yield is 0.990. (6) The reactants are C(O[C@H](CCCCCCCCCC(C)C)CC(O)=O)C1C=CC=CC=1.[CH2:26]([O:33][C@H:34]([CH2:49][CH2:50][CH2:51][CH2:52][CH2:53][CH2:54][CH2:55][CH2:56][CH2:57][CH2:58][CH2:59][CH:60]([CH3:62])[CH3:61])[CH2:35][C:36]([O:38]CC(C1C=CC(Br)=CC=1)=O)=[O:37])[C:27]1[CH:32]=[CH:31][CH:30]=[CH:29][CH:28]=1. The catalyst is [Zn]. The product is [CH2:26]([O:33][C@H:34]([CH2:49][CH2:50][CH2:51][CH2:52][CH2:53][CH2:54][CH2:55][CH2:56][CH2:57][CH2:58][CH2:59][CH:60]([CH3:62])[CH3:61])[CH2:35][C:36]([OH:38])=[O:37])[C:27]1[CH:32]=[CH:31][CH:30]=[CH:29][CH:28]=1. The yield is 0.970. (7) The reactants are [F:1][C:2]1[CH:35]=[C:34]([N+:36]([O-:38])=[O:37])[CH:33]=[CH:32][C:3]=1[O:4][C:5]1[CH:10]=[CH:9][N:8]=[C:7]2[CH:11]=[C:12]([C:14]3[CH:31]=[CH:30][C:17]([CH2:18][NH:19][CH2:20][CH2:21][O:22][CH2:23][CH2:24][O:25][CH2:26][CH2:27][O:28][CH3:29])=[CH:16][CH:15]=3)[S:13][C:6]=12.[CH3:39][C:40]([O:43][C:44](O[C:44]([O:43][C:40]([CH3:42])([CH3:41])[CH3:39])=[O:45])=[O:45])([CH3:42])[CH3:41].CO. The catalyst is ClCCl.CN(C1C=CN=CC=1)C.CCOC(C)=O. The product is [F:1][C:2]1[CH:35]=[C:34]([N+:36]([O-:38])=[O:37])[CH:33]=[CH:32][C:3]=1[O:4][C:5]1[CH:10]=[CH:9][N:8]=[C:7]2[CH:11]=[C:12]([C:14]3[CH:31]=[CH:30][C:17]([CH2:18][N:19]([CH2:20][CH2:21][O:22][CH2:23][CH2:24][O:25][CH2:26][CH2:27][O:28][CH3:29])[C:44](=[O:45])[O:43][C:40]([CH3:42])([CH3:41])[CH3:39])=[CH:16][CH:15]=3)[S:13][C:6]=12. The yield is 0.600.